This data is from Full USPTO retrosynthesis dataset with 1.9M reactions from patents (1976-2016). The task is: Predict the reactants needed to synthesize the given product. (1) Given the product [NH2:48][C:46]1[N:45]=[CH:44][N:43]=[C:42]2[N:41]([CH:50]([C:52]3[O:53][C:54](=[O:80])[C:55]4[C:60]([C:61]=3[C:62]3[CH2:63][CH:64]5[N:69]([C:70]([O:72][CH2:73][C:74]6[CH:75]=[CH:76][CH:77]=[CH:78][CH:79]=6)=[O:71])[CH:67]([CH2:66][CH2:65]5)[CH:68]=3)=[CH:59][CH:58]=[CH:57][CH:56]=4)[CH3:51])[N:40]=[C:39]([C:33]3[CH:34]=[C:35]([O:37][CH3:38])[CH:36]=[C:31]([F:30])[CH:32]=3)[C:47]=12, predict the reactants needed to synthesize it. The reactants are: NC1N=CN=C2N(CC3OC(=O)C4C(C=3C3C=CC=CC=3)=CC=CC=4)N=C(I)C=12.[F:30][C:31]1[CH:32]=[C:33]([C:39]2[C:47]3[C:42](=[N:43][CH:44]=[N:45][C:46]=3[NH2:48])[NH:41][N:40]=2)[CH:34]=[C:35]([O:37][CH3:38])[CH:36]=1.Br[CH:50]([C:52]1[O:53][C:54](=[O:80])[C:55]2[C:60]([C:61]=1[C:62]1[CH2:68][CH:67]3[N:69]([C:70]([O:72][CH2:73][C:74]4[CH:79]=[CH:78][CH:77]=[CH:76][CH:75]=4)=[O:71])[CH:64]([CH2:65][CH2:66]3)[CH:63]=1)=[CH:59][CH:58]=[CH:57][CH:56]=2)[CH3:51]. (2) Given the product [NH2:1][CH2:4][CH2:5][CH2:6][C:7]1([C:25]2[CH:30]=[CH:29][CH:28]=[CH:27][CH:26]=2)[N:11]([C:12](=[O:16])[CH:13]([CH3:15])[CH3:14])[N:10]=[C:9]([C:17]2[CH:22]=[C:21]([F:23])[CH:20]=[CH:19][C:18]=2[F:24])[S:8]1, predict the reactants needed to synthesize it. The reactants are: [N:1]([CH2:4][CH2:5][CH2:6][C:7]1([C:25]2[CH:30]=[CH:29][CH:28]=[CH:27][CH:26]=2)[N:11]([C:12](=[O:16])[CH:13]([CH3:15])[CH3:14])[N:10]=[C:9]([C:17]2[CH:22]=[C:21]([F:23])[CH:20]=[CH:19][C:18]=2[F:24])[S:8]1)=[N+]=[N-].CO.Cl.